From a dataset of Full USPTO retrosynthesis dataset with 1.9M reactions from patents (1976-2016). Predict the reactants needed to synthesize the given product. (1) Given the product [O:1]1[CH:5]=[CH:4][CH:3]=[C:2]1[C:6]1[CH:7]=[CH:8][C:9]([C:10]([N:12]([CH2:16][C:17]2[CH:22]=[CH:21][CH:20]=[CH:19][C:18]=2[O:23][CH2:33][CH2:34][O:35][CH2:36][CH2:37][C:38]([O:40][CH2:41][CH3:42])=[O:39])[CH:13]([CH3:15])[CH3:14])=[O:11])=[CH:24][CH:25]=1, predict the reactants needed to synthesize it. The reactants are: [O:1]1[CH:5]=[CH:4][CH:3]=[C:2]1[C:6]1[CH:25]=[CH:24][C:9]([C:10]([N:12]([CH2:16][C:17]2[CH:22]=[CH:21][CH:20]=[CH:19][C:18]=2[OH:23])[CH:13]([CH3:15])[CH3:14])=[O:11])=[CH:8][CH:7]=1.C(=O)([O-])[O-].[K+].[K+].Br[CH2:33][CH2:34][O:35][CH2:36][CH2:37][C:38]([O:40][CH2:41][CH3:42])=[O:39]. (2) Given the product [CH:28]1([N:17]([S:18]([C:21]2[CH:26]=[CH:25][C:24]([F:27])=[CH:23][CH:22]=2)(=[O:19])=[O:20])[C:15]2[CH:14]=[CH:13][C:12]3[N:8]([CH2:7][C:6]([OH:37])=[O:5])[C:9]([CH2:34][CH2:35][CH3:36])=[N:10][C:11]=3[CH:16]=2)[CH2:29][CH2:30][CH2:31][CH2:32][CH2:33]1, predict the reactants needed to synthesize it. The reactants are: C([O:5][C:6](=[O:37])[CH2:7][N:8]1[C:12]2[CH:13]=[CH:14][C:15]([N:17]([CH:28]3[CH2:33][CH2:32][CH2:31][CH2:30][CH2:29]3)[S:18]([C:21]3[CH:26]=[CH:25][C:24]([F:27])=[CH:23][CH:22]=3)(=[O:20])=[O:19])=[CH:16][C:11]=2[N:10]=[C:9]1[CH2:34][CH2:35][CH3:36])(C)(C)C.C(O)(C(F)(F)F)=O. (3) Given the product [CH:1]1[C:10]2[C:5](=[CH:6][CH:7]=[CH:8][CH:9]=2)[CH:4]=[CH:3][C:2]=1[C:11]([NH:13][C:14]1[CH:15]=[CH:16][C:17]([CH2:18][N:19]2[C:27]3[C:22](=[CH:23][C:24]([F:28])=[CH:25][CH:26]=3)[C:21]([CH2:29][C:30]([OH:32])=[O:31])=[N:20]2)=[CH:35][CH:36]=1)=[O:12], predict the reactants needed to synthesize it. The reactants are: [CH:1]1[C:10]2[C:5](=[CH:6][CH:7]=[CH:8][CH:9]=2)[CH:4]=[CH:3][C:2]=1[C:11]([NH:13][C:14]1[CH:36]=[CH:35][C:17]([CH2:18][N:19]2[C:27]3[C:22](=[CH:23][C:24]([F:28])=[CH:25][CH:26]=3)[C:21]([CH2:29][C:30]([O:32]CC)=[O:31])=[N:20]2)=[CH:16][CH:15]=1)=[O:12].O.[OH-].[Li+].O.Cl. (4) Given the product [CH3:1][N:2]([CH2:3][C:4]1[C:8]2[CH:9]=[CH:10][CH:11]=[CH:12][C:7]=2[O:6][C:5]=1[CH3:13])[C:27](=[O:28])/[CH:26]=[CH:25]/[C:22]1[CH:23]=[N:24][C:17]2[NH:16][C:15](=[O:14])[CH2:20][O:19][C:18]=2[CH:21]=1, predict the reactants needed to synthesize it. The reactants are: [CH3:1][NH:2][CH2:3][C:4]1[C:8]2[CH:9]=[CH:10][CH:11]=[CH:12][C:7]=2[O:6][C:5]=1[CH3:13].[O:14]=[C:15]1[CH2:20][O:19][C:18]2[CH:21]=[C:22]([CH:25]=[CH:26][C:27](O)=[O:28])[CH:23]=[N:24][C:17]=2[NH:16]1.ON1C2C=CC=CC=2N=N1.C(N(C(C)C)CC)(C)C.CC[N+](CCCN(C)C)=C=N. (5) Given the product [F:1][C:2]([F:7])([F:6])[C:3]([N:5]=[S:40]([CH2:39][C:37]1[CH:36]=[C:35]([C:42]([F:45])([F:43])[F:44])[N:34]=[C:33]([NH:32][C:29]2[CH:28]=[C:27]([C:46]3[C:54]4[O:53][CH:52]=[CH:51][C:50]=4[C:49]([F:55])=[CH:48][CH:47]=3)[C:26]([F:25])=[CH:31][N:30]=2)[CH:38]=1)[CH3:41])=[O:4], predict the reactants needed to synthesize it. The reactants are: [F:1][C:2]([F:7])([F:6])[C:3]([NH2:5])=[O:4].CC(C)([O-])C.[Na+].BrN1C(C)(C)C(=O)N(Br)C1=O.[F:25][C:26]1[C:27]([C:46]2[C:54]3[O:53][CH:52]=[CH:51][C:50]=3[C:49]([F:55])=[CH:48][CH:47]=2)=[CH:28][C:29]([NH:32][C:33]2[CH:38]=[C:37]([CH2:39][S:40][CH3:41])[CH:36]=[C:35]([C:42]([F:45])([F:44])[F:43])[N:34]=2)=[N:30][CH:31]=1.S([O-])([O-])=O.[Na+].[Na+]. (6) The reactants are: [CH3:1][C:2]1[CH:7]=[CH:6][C:5]([C:8]2[CH:13]=[CH:12][CH:11]=[CH:10][CH:9]=2)=[CH:4][C:3]=1[C:14]([OH:16])=[O:15].C1C(=O)N(Br)C(=[O:20])C1. Given the product [OH:20][CH:1]1[C:2]2[C:3](=[CH:4][C:5]([C:8]3[CH:13]=[CH:12][CH:11]=[CH:10][CH:9]=3)=[CH:6][CH:7]=2)[C:14](=[O:16])[O:15]1, predict the reactants needed to synthesize it. (7) Given the product [CH:20]1([NH:19][C:17]([C@H:12]2[CH2:13][CH2:14][C@@H:15]([CH3:16])[N:10]([C:4]3[CH:3]=[C:2]([C:32]4[CH:31]=[C:30]5[C:35]([C:27]([CH3:26])=[N:28][NH:29]5)=[CH:34][CH:33]=4)[N:7]=[C:6]([NH:8][CH3:9])[N:5]=3)[CH2:11]2)=[O:18])[CH2:25][CH2:24][CH2:23][CH2:22][CH2:21]1, predict the reactants needed to synthesize it. The reactants are: Cl[C:2]1[N:7]=[C:6]([NH:8][CH3:9])[N:5]=[C:4]([N:10]2[C@H:15]([CH3:16])[CH2:14][CH2:13][C@H:12]([C:17]([NH:19][CH:20]3[CH2:25][CH2:24][CH2:23][CH2:22][CH2:21]3)=[O:18])[CH2:11]2)[CH:3]=1.[CH3:26][C:27]1[C:35]2[C:30](=[CH:31][C:32](B3OC(C)(C)C(C)(C)O3)=[CH:33][CH:34]=2)[NH:29][N:28]=1.C1(P(C2CCCCC2)C2CCCCC2)CCCCC1.[O-]P([O-])([O-])=O.[K+].[K+].[K+]. (8) The reactants are: [F:1][C:2]1[CH:16]=[CH:15][C:5]([CH:6]=[C:7]([CH2:11][CH2:12][CH2:13][CH3:14])[C:8]([OH:10])=[O:9])=[CH:4][C:3]=1[CH3:17]. Given the product [F:1][C:2]1[CH:16]=[CH:15][C:5]([CH2:6][CH:7]([CH2:11][CH2:12][CH2:13][CH3:14])[C:8]([OH:10])=[O:9])=[CH:4][C:3]=1[CH3:17], predict the reactants needed to synthesize it. (9) The reactants are: [Br-:1].[K+].N[C@@H:4]([C:12]([OH:14])=[O:13])[CH2:5][C:6]1[CH:11]=[CH:10][CH:9]=[CH:8][CH:7]=1.N([O-])=O.[Na+]. Given the product [Br:1][C@H:4]([CH2:5][C:6]1[CH:11]=[CH:10][CH:9]=[CH:8][CH:7]=1)[C:12]([OH:14])=[O:13], predict the reactants needed to synthesize it.